From a dataset of Forward reaction prediction with 1.9M reactions from USPTO patents (1976-2016). Predict the product of the given reaction. Given the reactants [CH2:1]([O:3][C:4]([N:6]1[C:15]2[C:10](=[N:11][C:12]([O:16][CH3:17])=[CH:13][CH:14]=2)[C@@H:9]([NH:18][C:19]2[N:24]=[C:23]([CH2:25][C:26]3[CH:31]=[C:30]([C:32]([F:35])([F:34])[F:33])[CH:29]=[C:28]([C:36]([F:39])([F:38])[F:37])[CH:27]=3)[C:22]([CH:40]=[CH:41][C:42](O)=[O:43])=[CH:21][N:20]=2)[CH2:8][C@H:7]1[CH2:45][CH3:46])=[O:5])[CH3:2].ClC(OCC)=O.C(N(CC)CC)C, predict the reaction product. The product is: [CH2:1]([O:3][C:4]([N:6]1[C:15]2[C:10](=[N:11][C:12]([O:16][CH3:17])=[CH:13][CH:14]=2)[C@@H:9]([NH:18][C:19]2[N:24]=[C:23]([CH2:25][C:26]3[CH:31]=[C:30]([C:32]([F:35])([F:33])[F:34])[CH:29]=[C:28]([C:36]([F:37])([F:38])[F:39])[CH:27]=3)[C:22]([CH:40]=[CH:41][CH2:42][OH:43])=[CH:21][N:20]=2)[CH2:8][C@H:7]1[CH2:45][CH3:46])=[O:5])[CH3:2].